From a dataset of Forward reaction prediction with 1.9M reactions from USPTO patents (1976-2016). Predict the product of the given reaction. (1) Given the reactants C(Cl)(=O)C(Cl)=O.[CH3:7][C:8]1[C:12]([C:13]([OH:15])=O)=[CH:11][O:10][N:9]=1.[F:16][C:17]([F:34])([F:33])[O:18][C:19]1[CH:24]=[CH:23][CH:22]=[CH:21][C:20]=1[C:25]1[C:26]([NH2:32])=[N:27][C:28]([NH2:31])=[CH:29][CH:30]=1.N1C(C)=CC=CC=1C, predict the reaction product. The product is: [NH2:32][C:26]1[N:27]=[C:28]([NH:31][C:13]([C:12]2[C:8]([CH3:7])=[N:9][O:10][CH:11]=2)=[O:15])[CH:29]=[CH:30][C:25]=1[C:20]1[CH:21]=[CH:22][CH:23]=[CH:24][C:19]=1[O:18][C:17]([F:34])([F:16])[F:33]. (2) Given the reactants [CH3:1][C:2]1([CH3:11])[CH2:7][CH2:6][CH:5]([CH2:8][CH2:9][OH:10])[CH2:4][CH2:3]1.C(Cl)Cl, predict the reaction product. The product is: [CH3:1][C:2]1([CH3:11])[CH2:3][CH2:4][CH:5]([CH2:8][CH:9]=[O:10])[CH2:6][CH2:7]1.